Dataset: Full USPTO retrosynthesis dataset with 1.9M reactions from patents (1976-2016). Task: Predict the reactants needed to synthesize the given product. (1) Given the product [Br:1][C:2]1[CH:3]=[C:4]2[C:8](=[CH:9][CH:10]=1)[CH2:7][NH:6][CH2:5]2, predict the reactants needed to synthesize it. The reactants are: [Br:1][C:2]1[CH:3]=[C:4]2[C:8](=[CH:9][CH:10]=1)[C:7](=O)[NH:6][C:5]2=O. (2) Given the product [Cl:27][C:22]1[CH:23]=[C:24]([CH3:26])[CH:25]=[C:2]([Cl:1])[C:3]=1[O:4][CH2:5][CH2:6][O:7][C:8]1[CH:9]=[CH:18][C:19]([CH2:24][CH:25]([CH2:2][CH:3]=[CH2:22])[C:28]([OH:30])=[O:29])=[CH:20][CH:21]=1, predict the reactants needed to synthesize it. The reactants are: [Cl:1][C:2]1[CH:25]=[C:24]([CH3:26])[CH:23]=[C:22]([Cl:27])[C:3]=1[O:4][CH2:5][CH2:6][O:7][C:8]1[CH:21]=[CH:20][CH:19]=[CH:18][C:9]=1CC(=C)CCC([O-])=O.[CH3:28][OH:29].[OH-:30].[Li+]. (3) Given the product [CH3:2][N:3]([C:4]1[CH:5]=[CH:6][CH:7]=[C:8]2[C:12]=1[NH:11][C:10]([C:13]1[S:14][CH:15]=[CH:16][N:17]=1)=[CH:9]2)[C:30]([N:25]1[CH2:29][CH2:28][CH2:27][CH2:26]1)=[O:31], predict the reactants needed to synthesize it. The reactants are: Cl.[CH3:2][NH:3][C:4]1[CH:5]=[CH:6][CH:7]=[C:8]2[C:12]=1[NH:11][C:10]([C:13]1[S:14][CH:15]=[CH:16][N:17]=1)=[CH:9]2.C(N(CC)CC)C.[N:25]1([C:30](Cl)=[O:31])[CH2:29][CH2:28][CH2:27][CH2:26]1.C(=O)([O-])O.[Na+]. (4) Given the product [CH3:1][C:2]([CH3:13])([CH3:12])[C:3]([NH:5][C:6]1[CH:11]=[CH:10][N:9]=[CH:8][C:7]=1[CH2:14][C:19](=[O:26])[C:20]([O:22][CH2:23][CH3:24])=[O:21])=[O:4], predict the reactants needed to synthesize it. The reactants are: [CH3:1][C:2]([CH3:13])([CH3:12])[C:3]([NH:5][C:6]1[CH:11]=[CH:10][N:9]=[CH:8][CH:7]=1)=[O:4].[CH2:14]([Li])CCC.[C:19]([O:26]CC)(=O)[C:20]([O:22][CH2:23][CH3:24])=[O:21]. (5) Given the product [NH2:12][C:11]1[C:7]([C:2]2[CH:3]=[CH:4][CH:5]=[CH:6][N:1]=2)=[C:8]2[CH2:14][C:35]([C:33]3[CH:32]=[CH:31][C:29]4[O:30][C:26]([F:25])([F:43])[O:27][C:28]=4[CH:34]=3)=[CH:36][C:37](=[O:39])[N:9]2[N:10]=1, predict the reactants needed to synthesize it. The reactants are: [N:1]1[CH:6]=[CH:5][CH:4]=[CH:3][C:2]=1[C:7]1[C:8](N)=[N:9][NH:10][C:11]=1[NH2:12].[CH3:14]C1C=CC(S(O)(=O)=O)=CC=1.[F:25][C:26]1([F:43])[O:30][C:29]2[CH:31]=[CH:32][C:33]([C:35](=O)[CH2:36][C:37]([O:39]CC)=O)=[CH:34][C:28]=2[O:27]1. (6) Given the product [CH3:20][CH:21]1[NH:22][CH2:23][CH2:24][N:25]([C:2]2[C:7]([O:8][CH2:9][CH:10]3[O:15][C:14]4[CH:16]=[CH:17][CH:18]=[CH:19][C:13]=4[O:12][CH2:11]3)=[N:6][CH:5]=[CH:4][N:3]=2)[CH2:26]1, predict the reactants needed to synthesize it. The reactants are: Cl[C:2]1[C:7]([O:8][CH2:9][CH:10]2[O:15][C:14]3[CH:16]=[CH:17][CH:18]=[CH:19][C:13]=3[O:12][CH2:11]2)=[N:6][CH:5]=[CH:4][N:3]=1.[CH3:20][CH:21]1[CH2:26][NH:25][CH2:24][CH2:23][NH:22]1.